The task is: Predict which catalyst facilitates the given reaction.. This data is from Catalyst prediction with 721,799 reactions and 888 catalyst types from USPTO. (1) Reactant: [Cl:1][C:2]1[CH:3]=[CH:4][C:5]2[C:14]3[C:9](=[CH:10][C:11]([OH:15])=[CH:12][CH:13]=3)[O:8][CH2:7][C:6]=2[CH:16]=1.[F:17][C:18]([F:31])([F:30])[S:19](O[S:19]([C:18]([F:31])([F:30])[F:17])(=[O:21])=[O:20])(=[O:21])=[O:20].Cl. Product: [F:17][C:18]([F:31])([F:30])[S:19]([O:15][C:11]1[CH:10]=[C:9]2[C:14]([C:5]3[CH:4]=[CH:3][C:2]([Cl:1])=[CH:16][C:6]=3[CH2:7][O:8]2)=[CH:13][CH:12]=1)(=[O:21])=[O:20]. The catalyst class is: 4. (2) Reactant: Br[C:2]1[C:25](=[O:26])[N:24]([CH2:27][C:28]2[CH:33]=[CH:32][CH:31]=[CH:30][C:29]=2[S:34]([CH2:37][CH3:38])(=[O:36])=[O:35])[C:5]2[N:6]=[C:7]([NH:10][C:11]3[CH:16]=[CH:15][C:14]([N:17]4[CH2:22][CH2:21][N:20]([CH3:23])[CH2:19][CH2:18]4)=[CH:13][CH:12]=3)[N:8]=[CH:9][C:4]=2[CH:3]=1.[C:39]1(B(O)O)[CH:44]=[CH:43][CH:42]=[CH:41][CH:40]=1.[O-]P([O-])([O-])=O.[K+].[K+].[K+].CN(C)C=O. Product: [CH2:37]([S:34]([C:29]1[CH:30]=[CH:31][CH:32]=[CH:33][C:28]=1[CH2:27][N:24]1[C:5]2[N:6]=[C:7]([NH:10][C:11]3[CH:12]=[CH:13][C:14]([N:17]4[CH2:22][CH2:21][N:20]([CH3:23])[CH2:19][CH2:18]4)=[CH:15][CH:16]=3)[N:8]=[CH:9][C:4]=2[CH:3]=[C:2]([C:39]2[CH:44]=[CH:43][CH:42]=[CH:41][CH:40]=2)[C:25]1=[O:26])(=[O:35])=[O:36])[CH3:38]. The catalyst class is: 263. (3) Reactant: C(OC([CH:6]1[CH2:12][CH2:11][CH2:10][N:9]([C:13]([O:15][C:16]([CH3:19])([CH3:18])[CH3:17])=[O:14])[CH2:8][C:7]1=O)=O)C.[CH2:21]([O:23][C:24]([CH:26]1[C:32](=O)[CH2:31][CH2:30][CH2:29][N:28]([C:34](OC(C)(C)C)=O)[CH2:27]1)=[O:25])[CH3:22].C([O:45]C([N:48]1CCC[C:50](=O)[CH2:49]1)=O)(C)(C)C.B(F)(F)[F:56].CCO[CH2:62][CH3:63].[N+:64](=[CH:66][C:67](OCC)=O)=[N-].C([O-])(O)=O.[Na+]. Product: [CH2:49]([N:48]([CH2:62][CH3:63])[C:34]1[N:28]=[C:27]([C:26]2[CH:24]=[CH:29][C:30]([F:56])=[CH:31][CH:32]=2)[C:6]2[CH2:12][CH2:11][CH2:10][NH:9][CH2:67][C:66]=2[N:64]=1)[CH3:50].[CH2:21]([O:23][C:24]([CH:7]1[C:6](=[O:45])[CH2:12][CH2:11][CH2:10][N:9]([C:13]([O:15][C:16]([CH3:17])([CH3:18])[CH3:19])=[O:14])[CH2:8]1)=[O:25])[CH3:22]. The catalyst class is: 28. (4) Reactant: [Cl:1][C:2]1[CH:3]=[C:4]([CH2:9][CH2:10][C:11]([NH2:13])=O)[CH:5]=[CH:6][C:7]=1[Cl:8].[H-].[H-].[H-].[H-].[Li+].[Al+3].ClC1C=C(CCCN)C=CC=1Cl.[C:32](O[C:32]([O:34][C:35]([CH3:38])([CH3:37])[CH3:36])=[O:33])([O:34][C:35]([CH3:38])([CH3:37])[CH3:36])=[O:33]. Product: [Cl:1][C:2]1[CH:3]=[C:4]([CH2:9][CH2:10][CH2:11][NH:13][C:32](=[O:33])[O:34][C:35]([CH3:38])([CH3:37])[CH3:36])[CH:5]=[CH:6][C:7]=1[Cl:8]. The catalyst class is: 1. (5) Reactant: [F:1][C:2]1[CH:3]=[C:4]([C:27]2[CH:32]=[CH:31][CH:30]=[CH:29][C:28]=2[C:33]2[NH:37][C:36](=[O:38])[O:35][N:34]=2)[CH:5]=[CH:6][C:7]=1[CH2:8][C:9]1[C:10](=[O:26])[N:11]([CH2:19][CH:20]([OH:25])[C:21]([CH3:24])([CH3:23])[CH3:22])[C:12]([CH3:18])=[N:13][C:14]=1[CH2:15][CH2:16][CH3:17].CC(OI1(OC(C)=O)(OC(C)=O)OC(=O)C2C1=CC=CC=2)=O.C(=O)([O-])O.[Na+].O.O.O.O.O.S([O-])([O-])(=O)=S.[Na+].[Na+]. Product: [CH3:23][C:21]([CH3:22])([CH3:24])[C:20](=[O:25])[CH2:19][N:11]1[C:10](=[O:26])[C:9]([CH2:8][C:7]2[CH:6]=[CH:5][C:4]([C:27]3[CH:32]=[CH:31][CH:30]=[CH:29][C:28]=3[C:33]3[NH:37][C:36](=[O:38])[O:35][N:34]=3)=[CH:3][C:2]=2[F:1])=[C:14]([CH2:15][CH2:16][CH3:17])[N:13]=[C:12]1[CH3:18]. The catalyst class is: 373.